This data is from Catalyst prediction with 721,799 reactions and 888 catalyst types from USPTO. The task is: Predict which catalyst facilitates the given reaction. (1) Reactant: Br[C:2]1[CH:7]=[CH:6][N:5]([CH:8]([CH2:14][CH:15]2[CH2:17][CH2:16]2)[C:9]([O:11][CH2:12][CH3:13])=[O:10])[C:4](=[O:18])[CH:3]=1.[Cl:19][C:20]1[CH:21]=[CH:22][C:23]([C:29]([F:32])([F:31])[F:30])=[C:24](B(O)O)[CH:25]=1. Product: [Cl:19][C:20]1[CH:21]=[CH:22][C:23]([C:29]([F:30])([F:31])[F:32])=[C:24]([C:2]2[CH:7]=[CH:6][N:5]([CH:8]([CH2:14][CH:15]3[CH2:17][CH2:16]3)[C:9]([O:11][CH2:12][CH3:13])=[O:10])[C:4](=[O:18])[CH:3]=2)[CH:25]=1. The catalyst class is: 73. (2) Reactant: [NH2:1][C@@H:2]([CH2:5][C@H:6]1[CH2:11][CH2:10][CH2:9][O:8][CH2:7]1)[CH2:3][OH:4].C([O-])([O-])=O.[K+].[K+].[C:18](Cl)([O:20][CH2:21][C:22]1[CH:27]=[CH:26][CH:25]=[CH:24][CH:23]=1)=[O:19]. Product: [OH:4][CH2:3][C@@H:2]([NH:1][C:18](=[O:19])[O:20][CH2:21][C:22]1[CH:27]=[CH:26][CH:25]=[CH:24][CH:23]=1)[CH2:5][C@H:6]1[CH2:11][CH2:10][CH2:9][O:8][CH2:7]1. The catalyst class is: 38. (3) Reactant: [NH2:1][CH2:2][CH2:3][C:4]1[CH:46]=[CH:45][CH:44]=[CH:43][C:5]=1[O:6][CH2:7][CH2:8][O:9][CH:10]1[CH:15]([C:16]2[CH:21]=[CH:20][C:19]([O:22][CH2:23][CH2:24][CH2:25][O:26][CH2:27][C:28]3[CH:33]=[CH:32][CH:31]=[CH:30][C:29]=3[O:34][CH3:35])=[CH:18][CH:17]=2)[CH2:14][CH2:13][N:12]([C:36]([O:38][C:39]([CH3:42])([CH3:41])[CH3:40])=[O:37])[CH2:11]1.Cl[C:48]([O:50][CH3:51])=[O:49]. Product: [CH3:35][O:34][C:29]1[CH:30]=[CH:31][CH:32]=[CH:33][C:28]=1[CH2:27][O:26][CH2:25][CH2:24][CH2:23][O:22][C:19]1[CH:18]=[CH:17][C:16]([CH:15]2[CH2:14][CH2:13][N:12]([C:36]([O:38][C:39]([CH3:41])([CH3:42])[CH3:40])=[O:37])[CH2:11][CH:10]2[O:9][CH2:8][CH2:7][O:6][C:5]2[CH:43]=[CH:44][CH:45]=[CH:46][C:4]=2[CH2:3][CH2:2][NH:1][C:48]([O:50][CH3:51])=[O:49])=[CH:21][CH:20]=1. The catalyst class is: 236.